Dataset: Forward reaction prediction with 1.9M reactions from USPTO patents (1976-2016). Task: Predict the product of the given reaction. Given the reactants CCCCCC.[CH:7]1[C:13]([NH2:14])=[N:12][C:10](=[O:11])[N:9]([C@@H:15]2[O:19][C@H:18]([CH2:20][OH:21])[C@@H:17]([OH:22])[C:16]2([F:24])[F:23])[CH:8]=1.Cl.S(OOS([O-])(=O)=O)([O-])(=O)=O.[NH4+].[NH4+].CN(CCN(C)C)C, predict the reaction product. The product is: [CH:7]1[C:13]([NH2:14])=[N:12][C:10](=[O:11])[N:9]([C@@H:15]2[O:19][C@H:18]([CH2:20][OH:21])[C@@H:17]([OH:22])[C:16]2([F:23])[F:24])[CH:8]=1.